This data is from Reaction yield outcomes from USPTO patents with 853,638 reactions. The task is: Predict the reaction yield, written as a fraction of the theoretical maximum amount of product (1.0 means a 100% yield; for example, 0.34 means a 34% yield). (1) The reactants are C([O:5][C:6]([CH:8]1[CH:12]([C:13]2[CH:18]=[CH:17][CH:16]=[C:15]([Cl:19])[CH:14]=2)[C:11]([C:22]2[CH:27]=[CH:26][C:25]([Cl:28])=[CH:24][CH:23]=2)([C:20]#[N:21])[CH:10]([CH2:29][C:30]([CH3:33])([CH3:32])[CH3:31])[N:9]1[CH2:34][CH3:35])=[O:7])(C)(C)C.OS(O)(=O)=O. The catalyst is CC#N. The product is [Cl:19][C:15]1[CH:14]=[C:13]([CH:12]2[C:11]([C:22]3[CH:27]=[CH:26][C:25]([Cl:28])=[CH:24][CH:23]=3)([C:20]#[N:21])[CH:10]([CH2:29][C:30]([CH3:32])([CH3:33])[CH3:31])[N:9]([CH2:34][CH3:35])[CH:8]2[C:6]([OH:7])=[O:5])[CH:18]=[CH:17][CH:16]=1. The yield is 0.994. (2) The reactants are Cl.[CH3:2][C:3]1[C:7]([CH2:8][N:9]2[CH:13]=[C:12]([NH2:14])[CH:11]=[N:10]2)=[C:6]([CH3:15])[O:5][N:4]=1.[CH3:16][O:17][C:18]1[C:19]([C:28](O)=[O:29])=[CH:20][C:21]2[O:26][CH2:25][CH2:24][O:23][C:22]=2[CH:27]=1. No catalyst specified. The product is [CH3:2][C:3]1[C:7]([CH2:8][N:9]2[CH:13]=[C:12]([NH:14][C:28]([C:19]3[C:18]([O:17][CH3:16])=[CH:27][C:22]4[O:23][CH2:24][CH2:25][O:26][C:21]=4[CH:20]=3)=[O:29])[CH:11]=[N:10]2)=[C:6]([CH3:15])[O:5][N:4]=1. The yield is 0.500. (3) The reactants are [CH3:1][C:2]1[CH:7]=[CH:6][N:5]=[C:4]([NH:8][C:9]2[N:14]=[C:13]([C:15]3[S:19][C:18]([N:20]4[CH2:25][CH2:24][CH:23]([C:26]([OH:28])=O)[CH2:22][CH2:21]4)=[N:17][CH:16]=3)[CH:12]=[CH:11][CH:10]=2)[CH:3]=1.F[P-](F)(F)(F)(F)F.[NH:36]1C2C=CC=C(O[P+](N3CCCC3)(N3CCCC3)N3CCCC3)C=2N=N1.C(N(C(C)C)CC)(C)C.[Cl-].[NH4+].C(=O)(O)[O-].[Na+]. The catalyst is CN(C)C=O. The product is [CH3:1][C:2]1[CH:7]=[CH:6][N:5]=[C:4]([NH:8][C:9]2[N:14]=[C:13]([C:15]3[S:19][C:18]([N:20]4[CH2:21][CH2:22][CH:23]([C:26]([NH2:36])=[O:28])[CH2:24][CH2:25]4)=[N:17][CH:16]=3)[CH:12]=[CH:11][CH:10]=2)[CH:3]=1. The yield is 0.890. (4) The reactants are [OH:1][CH2:2][C:3]1[CH:12]=[CH:11][C:6]([C:7]([O:9][CH3:10])=[O:8])=[CH:5][CH:4]=1.C(=O)([O-])[O-].[Na+].[Na+].[C:19](OC=C)(=O)[CH3:20]. The catalyst is C1(C)C=CC=CC=1. The product is [CH:19]([O:1][CH2:2][C:3]1[CH:4]=[CH:5][C:6]([C:7]([O:9][CH3:10])=[O:8])=[CH:11][CH:12]=1)=[CH2:20]. The yield is 0.530. (5) The yield is 0.930. The reactants are [Cl:1][C:2]1[CH:7]=[C:6]([N+:8]([O-:10])=[O:9])[CH:5]=[CH:4][C:3]=1I.[F:12][C:13]1[CH:18]=[CH:17][C:16](B(O)O)=[CH:15][CH:14]=1.C1(C)C=CC=CC=1.C(=O)([O-])[O-].[Na+].[Na+]. The catalyst is C1C=CC([P]([Pd]([P](C2C=CC=CC=2)(C2C=CC=CC=2)C2C=CC=CC=2)([P](C2C=CC=CC=2)(C2C=CC=CC=2)C2C=CC=CC=2)[P](C2C=CC=CC=2)(C2C=CC=CC=2)C2C=CC=CC=2)(C2C=CC=CC=2)C2C=CC=CC=2)=CC=1.C(O)C. The product is [Cl:1][C:2]1[CH:7]=[C:6]([N+:8]([O-:10])=[O:9])[CH:5]=[CH:4][C:3]=1[C:16]1[CH:17]=[CH:18][C:13]([F:12])=[CH:14][CH:15]=1. (6) The catalyst is O.O1CCCC1. The yield is 0.670. The reactants are C([O:3][C:4](=[O:29])[CH:5]([C:27]#[N:28])[CH2:6][C:7]1[CH:12]=[CH:11][C:10]([O:13][CH2:14][CH2:15][C:16]2[CH:21]=[CH:20][C:19]([O:22][S:23]([CH3:26])(=[O:25])=[O:24])=[CH:18][CH:17]=2)=[CH:9][CH:8]=1)C.O.[OH-].[Li+].CO. The product is [C:27]([CH:5]([CH2:6][C:7]1[CH:8]=[CH:9][C:10]([O:13][CH2:14][CH2:15][C:16]2[CH:21]=[CH:20][C:19]([O:22][S:23]([CH3:26])(=[O:25])=[O:24])=[CH:18][CH:17]=2)=[CH:11][CH:12]=1)[C:4]([OH:29])=[O:3])#[N:28]. (7) The catalyst is CN(C=O)C. The product is [CH:2]1[NH:3][C:4]2[N:9]=[CH:8][N:7]=[C:6]([Cl:10])[C:5]=2[C:1]=1[I:11]. The yield is 0.830. The reactants are [CH:1]1[C:5]2[C:6]([Cl:10])=[N:7][CH:8]=[N:9][C:4]=2[NH:3][CH:2]=1.[I:11]N1C(=O)CCC1=O.